This data is from Catalyst prediction with 721,799 reactions and 888 catalyst types from USPTO. The task is: Predict which catalyst facilitates the given reaction. (1) Reactant: Br[C:2]1[CH:7]=[CH:6][C:5]([S:8]([NH2:11])(=[O:10])=[O:9])=[C:4]([O:12][C:13]([F:16])([F:15])[F:14])[CH:3]=1.[C:17]([Cu])#[N:18].O. Product: [C:17]([C:2]1[CH:7]=[CH:6][C:5]([S:8]([NH2:11])(=[O:10])=[O:9])=[C:4]([O:12][C:13]([F:16])([F:15])[F:14])[CH:3]=1)#[N:18]. The catalyst class is: 60. (2) Reactant: [C:1]([O:5][C:6]1[CH:14]=[CH:13][C:9]([C:10]([OH:12])=[O:11])=[CH:8][CH:7]=1)([CH3:4])([CH3:3])[CH3:2].[Li][CH:16](CC)C.CN(CCN(C)C)C.IC.CCOC(C)=O. The catalyst class is: 1. Product: [C:1]([O:5][C:6]1[CH:14]=[CH:13][C:9]([C:10]([OH:12])=[O:11])=[C:8]([CH3:16])[CH:7]=1)([CH3:4])([CH3:2])[CH3:3].